This data is from Full USPTO retrosynthesis dataset with 1.9M reactions from patents (1976-2016). The task is: Predict the reactants needed to synthesize the given product. Given the product [Cl:27][C:10]1[N:11]=[N:12][C:13]([CH3:14])=[C:8]([C:5]2[CH:6]=[CH:7][C:2]([Cl:1])=[CH:3][CH:4]=2)[C:9]=1[C:16]1[CH:21]=[C:20]([F:22])[CH:19]=[C:18]([F:23])[C:17]=1[F:24], predict the reactants needed to synthesize it. The reactants are: [Cl:1][C:2]1[CH:7]=[CH:6][C:5]([C:8]2[C:13]([CH3:14])=[N:12][NH:11][C:10](=O)[C:9]=2[C:16]2[CH:21]=[C:20]([F:22])[CH:19]=[C:18]([F:23])[C:17]=2[F:24])=[CH:4][CH:3]=1.P(Cl)(Cl)([Cl:27])=O.